Dataset: Forward reaction prediction with 1.9M reactions from USPTO patents (1976-2016). Task: Predict the product of the given reaction. The product is: [Cl:1][C:2]1[CH:7]=[CH:6][C:5]([CH2:8][S:17][CH:12]2[CH2:16][CH2:15][CH2:14][CH2:13]2)=[CH:4][N:3]=1. Given the reactants [Cl:1][C:2]1[CH:7]=[CH:6][C:5]([CH2:8]Cl)=[CH:4][N:3]=1.[OH-].[K+].[CH:12]1([SH:17])[CH2:16][CH2:15][CH2:14][CH2:13]1, predict the reaction product.